This data is from Forward reaction prediction with 1.9M reactions from USPTO patents (1976-2016). The task is: Predict the product of the given reaction. (1) Given the reactants Br[CH2:2][C:3]1[O:4][C:5](=[O:20])[C:6]2[C:11]([C:12]=1[C:13]1[CH:18]=[CH:17][CH:16]=[CH:15][C:14]=1[F:19])=[CH:10][CH:9]=[CH:8][CH:7]=2.[N:21]1[C:29]([NH2:30])=[C:28]2[C:24]([NH:25][CH:26]=[N:27]2)=[N:23][CH:22]=1.C([O-])([O-])=O.[K+].[K+], predict the reaction product. The product is: [NH2:30][C:29]1[N:21]=[CH:22][N:23]=[C:24]2[C:28]=1[N:27]=[CH:26][N:25]2[CH2:2][C:3]1[O:4][C:5](=[O:20])[C:6]2[C:11]([C:12]=1[C:13]1[CH:18]=[CH:17][CH:16]=[CH:15][C:14]=1[F:19])=[CH:10][CH:9]=[CH:8][CH:7]=2. (2) Given the reactants [Cl:1][C:2]1[C:7]([F:8])=[CH:6][CH:5]=[C:4]([Cl:9])[C:3]=1[C@H:10]([O:12][C:13]1[C:14]([NH2:30])=[N:15][CH:16]=[C:17]([C:19]2[CH:20]=[N:21][N:22]([CH:24]3[CH2:29][CH2:28][NH:27][CH2:26][CH2:25]3)[CH:23]=2)[N:18]=1)[CH3:11].[CH3:31][N:32]([CH2:34][C:35](O)=[O:36])[CH3:33].C1C=CC2N(O)N=NC=2C=1.C(Cl)CCl.C(N(CC)CC)C.BrC1N=C(O[C@@H](C2C(Cl)=CC=C(F)C=2Cl)C)C(N)=NC=1, predict the reaction product. The product is: [NH2:30][C:14]1[N:15]=[CH:16][C:17]([C:19]2[CH:20]=[N:21][N:22]([CH:24]3[CH2:29][CH2:28][N:27]([C:35](=[O:36])[CH2:34][N:32]([CH3:33])[CH3:31])[CH2:26][CH2:25]3)[CH:23]=2)=[N:18][C:13]=1[O:12][C@@H:10]([C:3]1[C:4]([Cl:9])=[CH:5][CH:6]=[C:7]([F:8])[C:2]=1[Cl:1])[CH3:11]. (3) Given the reactants F[C:2]1[N:7]=[CH:6][C:5]([C:8]2[CH:12]=[CH:11][S:10][CH:9]=2)=[CH:4][N:3]=1.[N:13]1([C:19]2[CH:25]=[CH:24][C:22]([NH2:23])=[CH:21][CH:20]=2)[CH2:18][CH2:17][O:16][CH2:15][CH2:14]1.C(N(C(C)C)CC)(C)C, predict the reaction product. The product is: [N:13]1([C:19]2[CH:20]=[CH:21][C:22]([NH:23][C:2]3[N:7]=[CH:6][C:5]([C:8]4[CH:12]=[CH:11][S:10][CH:9]=4)=[CH:4][N:3]=3)=[CH:24][CH:25]=2)[CH2:14][CH2:15][O:16][CH2:17][CH2:18]1. (4) Given the reactants [NH2:18][C:17]1[CH:19]=[C:20]([Cl:28])[C:21]([O:23][C:24]([F:27])([F:25])[F:26])=[CH:22][C:16]=1[S:15][S:15][C:16]1[CH:22]=[C:21]([O:23][C:24]([F:27])([F:26])[F:25])[C:20]([Cl:28])=[CH:19][C:17]=1[NH2:18].[O:29]=[C:30]1[CH2:35][C:34](=O)[CH2:33][C:32]2([CH2:41][CH2:40][O:39][CH2:38][CH2:37]2)[N:31]1[NH:42][C:43](=[O:45])[CH3:44], predict the reaction product. The product is: [Cl:28][C:20]1[C:21]([O:23][C:24]([F:25])([F:26])[F:27])=[CH:22][C:16]2[S:15][C:35]3[C:30](=[O:29])[N:31]([NH:42][C:43](=[O:45])[CH3:44])[C:32]4([CH2:41][CH2:40][O:39][CH2:38][CH2:37]4)[CH2:33][C:34]=3[NH:18][C:17]=2[CH:19]=1.